Dataset: Full USPTO retrosynthesis dataset with 1.9M reactions from patents (1976-2016). Task: Predict the reactants needed to synthesize the given product. (1) Given the product [NH2:13][C:11]1[N:12]=[C:7]([N:1]2[CH2:6][CH2:5][N:4]([C:31](=[O:32])[CH2:30][O:29][C:25]3[CH:24]=[C:23]([CH3:34])[CH:28]=[CH:27][CH:26]=3)[CH2:3][CH2:2]2)[C:8]2[N:16]=[C:15]([C:17]3[CH:18]=[N:19][CH:20]=[CH:21][CH:22]=3)[S:14][C:9]=2[N:10]=1, predict the reactants needed to synthesize it. The reactants are: [N:1]1([C:7]2[C:8]3[N:16]=[C:15]([C:17]4[CH:18]=[N:19][CH:20]=[CH:21][CH:22]=4)[S:14][C:9]=3[N:10]=[C:11]([NH2:13])[N:12]=2)[CH2:6][CH2:5][NH:4][CH2:3][CH2:2]1.[C:23]1([CH3:34])[CH:28]=[CH:27][CH:26]=[C:25]([O:29][CH2:30][C:31](O)=[O:32])[CH:24]=1. (2) The reactants are: [H-].[Na+].C([O:6][CH2:7][CH2:8][N:9]1[C:17]2[C:12](=[CH:13][CH:14]=[CH:15][CH:16]=2)/[C:11](=[CH:18]\[C:19]([O:21][CH2:22][CH3:23])=[O:20])/[C:10]1=[O:24])(=O)C.Cl. Given the product [OH:6][CH2:7][CH2:8][N:9]1[C:17]2[C:12](=[CH:13][CH:14]=[CH:15][CH:16]=2)/[C:11](=[CH:18]\[C:19]([O:21][CH2:22][CH3:23])=[O:20])/[C:10]1=[O:24], predict the reactants needed to synthesize it. (3) Given the product [CH3:19][N:20]([CH3:29])[C:21]1[CH:28]=[CH:27][C:24]([CH:25]=[C:14]2[CH2:15][CH2:16][CH2:17][CH:12]([C:10](=[O:11])[CH:9]=[CH:8][C:5]3[CH:4]=[CH:3][C:2]([OH:1])=[CH:7][CH:6]=3)[C:13]2=[O:18])=[CH:23][CH:22]=1, predict the reactants needed to synthesize it. The reactants are: [OH:1][C:2]1[CH:7]=[CH:6][C:5]([CH:8]=[CH:9][C:10]([CH:12]2[CH2:17][CH2:16][CH2:15][CH2:14][C:13]2=[O:18])=[O:11])=[CH:4][CH:3]=1.[CH3:19][N:20]([CH3:29])[C:21]1[CH:28]=[CH:27][C:24]([CH:25]=O)=[CH:23][CH:22]=1.N1CCOCC1.C(O)(=O)C. (4) Given the product [C:1]([O:5][C:6](=[O:36])[NH:7][CH:8]([CH2:10][C:11](=[O:35])[NH:12][C:13]1[CH:18]=[CH:17][CH:16]=[C:15]([C:19]2[S:27][C:26]3[C:25]([N:28]4[CH2:33][CH2:32][O:31][CH2:30][CH2:29]4)=[N:24][C:23]([C:45]4[CH:53]=[CH:52][CH:51]=[C:50]5[C:46]=4[CH:47]=[N:48][NH:49]5)=[N:22][C:21]=3[CH:20]=2)[CH:14]=1)[CH3:9])([CH3:4])([CH3:3])[CH3:2], predict the reactants needed to synthesize it. The reactants are: [C:1]([O:5][C:6](=[O:36])[NH:7][CH:8]([CH2:10][C:11](=[O:35])[NH:12][C:13]1[CH:18]=[CH:17][CH:16]=[C:15]([C:19]2[S:27][C:26]3[C:25]([N:28]4[CH2:33][CH2:32][O:31][CH2:30][CH2:29]4)=[N:24][C:23](Cl)=[N:22][C:21]=3[CH:20]=2)[CH:14]=1)[CH3:9])([CH3:4])([CH3:3])[CH3:2].CC1(C)C(C)(C)OB([C:45]2[CH:53]=[CH:52][CH:51]=[C:50]3[C:46]=2[CH:47]=[N:48][NH:49]3)O1. (5) Given the product [N+:7]([C:10]1[CH:15]=[C:14]([N+:16]([O-:18])=[O:17])[CH:13]=[CH:12][C:11]=1[S:19]([N:1]1[CH2:6][CH2:5][O:4][CH2:3][CH2:2]1)(=[O:21])=[O:20])([O-:9])=[O:8], predict the reactants needed to synthesize it. The reactants are: [NH:1]1[CH2:6][CH2:5][O:4][CH2:3][CH2:2]1.[N+:7]([C:10]1[CH:15]=[C:14]([N+:16]([O-:18])=[O:17])[CH:13]=[CH:12][C:11]=1[S:19](Cl)(=[O:21])=[O:20])([O-:9])=[O:8]. (6) Given the product [C:36]([NH:2][C@H:3]1[CH2:8][CH2:7][C@H:6]([NH:9][C:10]([C:12]2[C:16]3[N:17]=[CH:18][N:19]=[C:20]([C:21]4[CH:26]=[C:25]([O:27][CH3:28])[C:24]([F:29])=[CH:23][C:22]=4[O:30][CH2:31][CH:32]4[CH2:34][CH2:33]4)[C:15]=3[NH:14][C:13]=2[CH3:35])=[O:11])[CH2:5][CH2:4]1)(=[O:38])[CH3:37], predict the reactants needed to synthesize it. The reactants are: Cl.[NH2:2][C@H:3]1[CH2:8][CH2:7][C@H:6]([NH:9][C:10]([C:12]2[C:16]3[N:17]=[CH:18][N:19]=[C:20]([C:21]4[CH:26]=[C:25]([O:27][CH3:28])[C:24]([F:29])=[CH:23][C:22]=4[O:30][CH2:31][CH:32]4[CH2:34][CH2:33]4)[C:15]=3[NH:14][C:13]=2[CH3:35])=[O:11])[CH2:5][CH2:4]1.[C:36](Cl)(=[O:38])[CH3:37]. (7) Given the product [CH3:1][O:2][C:3](=[O:16])[C:4]1[CH:12]=[C:11]([N+:13]([O-:15])=[O:14])[CH:10]=[C:6]([C:7]([Cl:19])=[O:8])[CH:5]=1, predict the reactants needed to synthesize it. The reactants are: [CH3:1][O:2][C:3](=[O:16])[C:4]1[CH:12]=[C:11]([N+:13]([O-:15])=[O:14])[CH:10]=[C:6]([C:7](O)=[O:8])[CH:5]=1.O=S(Cl)[Cl:19]. (8) Given the product [CH3:1][C:2]([C:11]([F:12])([F:14])[F:13])([CH:9]=[CH2:10])[CH2:3][CH2:4][OH:5], predict the reactants needed to synthesize it. The reactants are: [CH3:1][C:2]([C:11]([F:14])([F:13])[F:12])([CH:9]=[CH2:10])[CH2:3][C:4](OCC)=[O:5].[H-].[H-].[H-].[H-].[Li+].[Al+3]. (9) Given the product [NH:15]1[CH:19]=[C:18]([CH2:20][CH2:21][N:22]2[C:26](=[O:27])/[C:25](=[CH:13]/[C:11]3[O:12][C:8]([C:4]4[CH:5]=[CH:6][CH:7]=[C:2]([I:1])[CH:3]=4)=[CH:9][CH:10]=3)/[NH:24][C:23]2=[S:28])[N:17]=[CH:16]1, predict the reactants needed to synthesize it. The reactants are: [I:1][C:2]1[CH:3]=[C:4]([C:8]2[O:12][C:11]([CH:13]=O)=[CH:10][CH:9]=2)[CH:5]=[CH:6][CH:7]=1.[NH:15]1[CH:19]=[C:18]([CH2:20][CH2:21][N:22]2[C:26](=[O:27])[CH2:25][NH:24][C:23]2=[S:28])[N:17]=[CH:16]1.N1CCCCC1.